Dataset: Forward reaction prediction with 1.9M reactions from USPTO patents (1976-2016). Task: Predict the product of the given reaction. Given the reactants [N+:1]([C:4]1[CH:9]=[CH:8][CH:7]=[CH:6][C:5]=1[C:10](=O)[CH3:11])([O-])=O.NC1NN=C(C2C=CC(OC3C=CC=CC=3)=CC=2)C=1C#N.NC1C=C(C2N3N=C(C4C=CC(OC5C=CC=CC=5)=CC=4)C(C#N)=C3N=CC=2)C=CC=1.ClCCC(NC1C=C(C2[N:82]3[N:83]=[C:84]([C:89]4[CH:94]=[CH:93][C:92]([O:95][C:96]5[CH:101]=[CH:100][CH:99]=[CH:98][CH:97]=5)=[CH:91][CH:90]=4)[C:85]([C:86]([NH2:88])=[O:87])=[C:81]3[NH:80][CH2:79]C2)C=CC=1)=O, predict the reaction product. The product is: [NH2:1][C:4]1[CH:9]=[CH:8][CH:7]=[CH:6][C:5]=1[CH:10]1[N:82]2[N:83]=[C:84]([C:89]3[CH:94]=[CH:93][C:92]([O:95][C:96]4[CH:101]=[CH:100][CH:99]=[CH:98][CH:97]=4)=[CH:91][CH:90]=3)[C:85]([C:86]([NH2:88])=[O:87])=[C:81]2[NH:80][CH2:79][CH2:11]1.